From a dataset of Forward reaction prediction with 1.9M reactions from USPTO patents (1976-2016). Predict the product of the given reaction. (1) Given the reactants [CH3:1][O:2][C:3](=[O:12])[C:4]1[C:5](=[CH:7][CH:8]=[C:9]([I:11])[CH:10]=1)[NH2:6].C(N(CC)CC)C.[CH3:20][S:21](Cl)(=[O:23])=[O:22], predict the reaction product. The product is: [I:11][C:9]1[CH:8]=[CH:7][C:5]([NH:6][S:21]([CH3:20])(=[O:23])=[O:22])=[C:4]([CH:10]=1)[C:3]([O:2][CH3:1])=[O:12]. (2) Given the reactants [CH2:1]([CH:3]1[CH2:12][C:11]2[C:6](=[CH:7][CH:8]=[C:9]([C:13]3[CH:14]=[N:15][N:16]([CH3:18])[CH:17]=3)[CH:10]=2)[NH:5][CH2:4]1)[CH3:2].Br[C:20]1[C:24]2[CH2:25][N:26]([C:29](=[O:31])[CH3:30])[CH2:27][CH2:28][C:23]=2[N:22]([C@H:32]2[CH2:36][CH2:35][O:34][CH2:33]2)[N:21]=1.COC(C)(C)C.C1(P(C2CCCCC2)C2C=CC=CC=2C2C(OC(C)C)=CC=CC=2OC(C)C)CCCCC1.C(O[Na])(C)(C)C, predict the reaction product. The product is: [CH2:1]([CH:3]1[CH2:12][C:11]2[C:6](=[CH:7][CH:8]=[C:9]([C:13]3[CH:14]=[N:15][N:16]([CH3:18])[CH:17]=3)[CH:10]=2)[N:5]([C:20]2[C:24]3[CH2:25][N:26]([C:29](=[O:31])[CH3:30])[CH2:27][CH2:28][C:23]=3[N:22]([CH:32]3[CH2:36][CH2:35][O:34][CH2:33]3)[N:21]=2)[CH2:4]1)[CH3:2].